Dataset: Serine/threonine kinase 33 screen with 319,792 compounds. Task: Binary Classification. Given a drug SMILES string, predict its activity (active/inactive) in a high-throughput screening assay against a specified biological target. (1) The drug is Fc1ccc(C(=O)Nc2nn(c3c2c(N(C)C)ccc3)C)cc1. The result is 0 (inactive). (2) The compound is Clc1c(c2nc3c(c(c2)C(=O)Nc2n[nH]nn2)cccc3)ccc(Cl)c1Cl. The result is 0 (inactive). (3) The compound is Clc1ccc(OCC(=O)Nc2cc3nc(n(c3cc2)C)CN2CCCC2)cc1. The result is 0 (inactive). (4) The compound is O=C(N1CCCc2c1cccc2)Cn1c(=O)c2c(cc1)c(OC)ccc2. The result is 0 (inactive).